The task is: Predict the reactants needed to synthesize the given product.. This data is from Full USPTO retrosynthesis dataset with 1.9M reactions from patents (1976-2016). (1) Given the product [CH3:16][O:15][C:13]([CH:10]1[CH2:9][N:8]2[C:2](=[O:1])[C:3]3[CH:20]=[CH:19][N+:18]([O-:29])=[CH:17][C:4]=3[CH2:5][CH2:6][CH:7]2[CH2:12][CH2:11]1)=[O:14], predict the reactants needed to synthesize it. The reactants are: [O:1]=[C:2]1[N:8]2[CH2:9][CH:10]([C:13]([O:15][CH3:16])=[O:14])[CH2:11][CH2:12][CH:7]2[CH2:6][CH2:5][C:4]2[CH:17]=[N:18][CH:19]=[CH:20][C:3]1=2.C1C=C(Cl)C=C(C(OO)=[O:29])C=1. (2) Given the product [CH2:25]([O:24][C:22]([N:19]1[CH2:21][C:15]2[C:14]([N:29]3[CH2:34][CH2:33][O:32][CH2:31][C@@H:30]3[CH3:35])=[N:13][C:12]([C:9]3[CH:8]=[CH:7][C:6]([NH:5][C:4]([NH:3][CH2:1][CH3:2])=[O:36])=[CH:11][C:10]=3[F:59])=[N:17][C:16]=2[CH2:18]1)=[O:23])[CH3:28], predict the reactants needed to synthesize it. The reactants are: [CH2:1]([NH:3][C:4](=[O:36])[NH:5][C:6]1[CH:11]=[CH:10][C:9]([C:12]2[N:13]=[C:14]([N:29]3[CH2:34][CH2:33][O:32][CH2:31][C@@H:30]3[CH3:35])[C:15]3[CH2:21]C[N:19]([C:22]([O:24][C:25]([CH3:28])(C)C)=[O:23])[CH2:18][C:16]=3[N:17]=2)=[CH:8][CH:7]=1)[CH3:2].ClC1N=C(N2CCOC[C@@H]2C)C2CN(C(OCC)=O)CC=2N=1.[F:59]C1C=C(C=CC=1B1OC(C)(C)C(C)(C)O1)N. (3) Given the product [CH2:1]([N:3]1[C:4](=[O:12])[C:5]([CH3:11])([CH3:10])[CH2:6][C@H:7]1[C:8]([OH:14])=[O:9])[CH3:2], predict the reactants needed to synthesize it. The reactants are: [CH2:1]([N:3]1[CH:7]([CH2:8][OH:9])[CH2:6][C:5]([CH3:11])([CH3:10])[C:4]1=[O:12])[CH3:2].Cl([O-])=[O:14].[Na+].OP([O-])(O)=O.[Na+].CC1(C)N([O])C(C)(C)CCC1.Cl[O-].[Na+].ClCl.S([O-])([O-])=O.[Na+].[Na+]. (4) Given the product [CH2:1]([O:8][N:9]=[C:10]1[C:18]2([CH2:23][CH2:22][CH2:21][CH2:20][CH2:19]2)[C:17]2[C:12](=[CH:13][CH:14]=[C:15]([C:32]3[CH:31]=[CH:30][CH:29]=[C:28]([N+:25]([O-:27])=[O:26])[CH:33]=3)[CH:16]=2)[NH:11]1)[C:2]1[CH:7]=[CH:6][CH:5]=[CH:4][CH:3]=1, predict the reactants needed to synthesize it. The reactants are: [CH2:1]([O:8][N:9]=[C:10]1[C:18]2([CH2:23][CH2:22][CH2:21][CH2:20][CH2:19]2)[C:17]2[C:12](=[CH:13][CH:14]=[C:15](Br)[CH:16]=2)[NH:11]1)[C:2]1[CH:7]=[CH:6][CH:5]=[CH:4][CH:3]=1.[N+:25]([C:28]1[CH:29]=[C:30](B(O)O)[CH:31]=[CH:32][CH:33]=1)([O-:27])=[O:26]. (5) Given the product [CH3:1][O:2][C:3]1[CH:4]=[C:5]2[C:10](=[CH:11][C:12]=1[O:13][CH3:14])[N:9]=[CH:8][CH:7]=[C:6]2[O:15][C:16]1[CH:21]=[CH:20][C:19]([NH:22][CH2:23][CH2:24][O:25][C:26]2[CH:31]=[C:30]([CH3:32])[CH:29]=[C:28]([CH3:33])[CH:27]=2)=[CH:18][CH:17]=1, predict the reactants needed to synthesize it. The reactants are: [CH3:1][O:2][C:3]1[CH:4]=[C:5]2[C:10](=[CH:11][C:12]=1[O:13][CH3:14])[N:9]=[CH:8][CH:7]=[C:6]2[O:15][C:16]1[CH:21]=[CH:20][C:19]([NH:22][C:23](=O)[CH2:24][O:25][C:26]2[CH:31]=[C:30]([CH3:32])[CH:29]=[C:28]([CH3:33])[CH:27]=2)=[CH:18][CH:17]=1.Cl.[OH-].[Na+]. (6) Given the product [C:23]1([P:33]([C:27]2[CH:32]=[CH:31][CH:30]=[CH:29][CH:28]=2)[C:2]2[CH:7]=[CH:6][C:5]([C:8]3[CH:13]=[CH:12][C:11]([P:33]([C:27]4[CH:28]=[CH:29][CH:30]=[CH:31][CH:32]=4)[C:34]4[CH:35]=[CH:36][CH:37]=[CH:38][CH:39]=4)=[CH:10][CH:9]=3)=[CH:4][CH:3]=2)[CH:22]=[CH:21][CH:26]=[CH:25][CH:24]=1, predict the reactants needed to synthesize it. The reactants are: I[C:2]1[CH:7]=[CH:6][C:5]([C:8]2[CH:13]=[CH:12][C:11](I)=[CH:10][CH:9]=2)=[CH:4][CH:3]=1.C(=O)([O-])[O-].[Cs+].[Cs+].[CH3:21][CH2:22][CH2:23][CH2:24][CH2:25][CH3:26].[C:27]1([PH:33][C:34]2[CH:39]=[CH:38][CH:37]=[CH:36][CH:35]=2)[CH:32]=[CH:31][CH:30]=[CH:29][CH:28]=1. (7) Given the product [CH3:1][C:2]1[C:7]([N+:8]([O-:10])=[O:9])=[C:6]([CH3:11])[CH:5]=[C:4]2[C:3]=1[CH2:12][CH2:13][CH2:14][C:15]2=[O:17], predict the reactants needed to synthesize it. The reactants are: [CH3:1][C:2]1[C:7]([N+:8]([O-:10])=[O:9])=[C:6]([CH3:11])[CH:5]=[CH:4][C:3]=1[CH2:12][CH2:13][CH2:14][C:15]([OH:17])=O. (8) Given the product [ClH:1].[CH3:2][N:3]([CH2:5][CH2:6][CH2:7][CH:8]1[CH2:17][CH2:16][C:15]2[C:10](=[CH:11][CH:12]=[C:13]([OH:18])[CH:14]=2)[CH2:9]1)[CH3:4], predict the reactants needed to synthesize it. The reactants are: [ClH:1].[CH3:2][N:3]([CH2:5][CH2:6][CH2:7][CH:8]1[CH2:17][CH2:16][C:15]2[C:10](=[CH:11][CH:12]=[C:13]([O:18]C)[CH:14]=2)[CH2:9]1)[CH3:4].[OH-].[Na+].C(=O)([O-])[O-].[K+].[K+]. (9) Given the product [CH3:1][C:2]1[CH:10]=[CH:9][CH:8]=[CH:7][C:3]=1[C:4]([N:33]([CH2:34][CH2:35][CH3:36])[CH2:32][C:13]([OH:31])([CH2:14][NH:15][C:16]1[CH:24]=[CH:23][CH:22]=[C:21]2[C:17]=1[CH:18]=[N:19][N:20]2[C:25]1[CH:30]=[CH:29][CH:28]=[CH:27][CH:26]=1)[C:12]([F:37])([F:11])[F:38])=[O:6], predict the reactants needed to synthesize it. The reactants are: [CH3:1][C:2]1[CH:10]=[CH:9][CH:8]=[CH:7][C:3]=1[C:4]([OH:6])=O.[F:11][C:12]([F:38])([F:37])[C:13]([CH2:32][NH:33][CH2:34][CH2:35][CH3:36])([OH:31])[CH2:14][NH:15][C:16]1[CH:24]=[CH:23][CH:22]=[C:21]2[C:17]=1[CH:18]=[N:19][N:20]2[C:25]1[CH:30]=[CH:29][CH:28]=[CH:27][CH:26]=1. (10) Given the product [C:1]([N:4]1[C:12]2[C:7](=[CH:8][C:9]([N:13]([CH3:23])[S:14]([C:17]3[CH:22]=[CH:21][CH:20]=[CH:19][CH:18]=3)(=[O:16])=[O:15])=[CH:10][CH:11]=2)/[C:6](=[C:26](/[O:33][CH2:34][CH3:35])\[C:27]2[CH:32]=[CH:31][CH:30]=[CH:29][CH:28]=2)/[C:5]1=[O:36])(=[O:3])[CH3:2], predict the reactants needed to synthesize it. The reactants are: [C:1]([N:4]1[C:12]2[C:7](=[CH:8][C:9]([N:13]([C:23](=O)C)[S:14]([C:17]3[CH:22]=[CH:21][CH:20]=[CH:19][CH:18]=3)(=[O:16])=[O:15])=[CH:10][CH:11]=2)[C:6](=[C:26]([O:33][CH2:34][CH3:35])[C:27]2[CH:32]=[CH:31][CH:30]=[CH:29][CH:28]=2)[C:5]1=[O:36])(=[O:3])[CH3:2].CC(C)([O-])C.[K+].IC.O.